Dataset: Reaction yield outcomes from USPTO patents with 853,638 reactions. Task: Predict the reaction yield, written as a fraction of the theoretical maximum amount of product (1.0 means a 100% yield; for example, 0.34 means a 34% yield). The reactants are [CH3:1][O:2][C:3]1[CH:8]=[CH:7][C:6]([NH:9][CH2:10][C:11]([NH:13][NH2:14])=O)=[CH:5][CH:4]=1.[CH2:15]([N:21]=[C:22]=[S:23])[CH2:16][CH2:17][CH2:18][CH2:19][CH3:20]. No catalyst specified. The product is [CH2:15]([N:21]1[C:11]([CH2:10][NH:9][C:6]2[CH:7]=[CH:8][C:3]([O:2][CH3:1])=[CH:4][CH:5]=2)=[N:13][NH:14][C:22]1=[S:23])[CH2:16][CH2:17][CH2:18][CH2:19][CH3:20]. The yield is 0.380.